Dataset: Reaction yield outcomes from USPTO patents with 853,638 reactions. Task: Predict the reaction yield, written as a fraction of the theoretical maximum amount of product (1.0 means a 100% yield; for example, 0.34 means a 34% yield). (1) The product is [N+:1]([C:4]1[CH:5]=[C:6]([CH:10]=[CH:11][CH:12]=1)[C:7]([NH:19][CH2:18][C:17]1[CH:20]=[CH:21][CH:22]=[C:15]([O:14][CH3:13])[CH:16]=1)=[O:8])([O-:3])=[O:2]. The catalyst is C(Cl)Cl. The reactants are [N+:1]([C:4]1[CH:5]=[C:6]([CH:10]=[CH:11][CH:12]=1)[C:7](Cl)=[O:8])([O-:3])=[O:2].[CH3:13][O:14][C:15]1[CH:16]=[C:17]([CH:20]=[CH:21][CH:22]=1)[CH2:18][NH2:19].CCN(CC)CC.Cl. The yield is 0.980. (2) The reactants are Br[C:2]1[CH:7]=[CH:6][C:5]([C:8]2[CH:13]=[CH:12][CH:11]=[CH:10][CH:9]=2)=[CH:4][CH:3]=1.[CH:14]1[C:26]2[NH:25][C:24]3[C:19](=[CH:20][CH:21]=[CH:22][CH:23]=3)[C:18]=2[CH:17]=[CH:16][CH:15]=1.CC(C)([O-])C.[Na+].C1(C)C(C)=CC=CC=1. The catalyst is C([O-])(=O)C.[Pd+2].C([O-])(=O)C.[CH-]1C(P(C2C=CC=CC=2)C2C=CC=CC=2)=CC=C1.[CH-]1C(P(C2C=CC=CC=2)C2C=CC=CC=2)=CC=C1.[Fe+2].C1(C)C=CC=CC=1. The product is [C:5]1([C:8]2[CH:13]=[CH:12][CH:11]=[CH:10][CH:9]=2)[CH:6]=[CH:7][C:2]([N:25]2[C:26]3[CH:14]=[CH:15][CH:16]=[CH:17][C:18]=3[C:19]3[C:24]2=[CH:23][CH:22]=[CH:21][CH:20]=3)=[CH:3][CH:4]=1. The yield is 0.870. (3) The reactants are [C:1]1(=[O:7])[O:6][C:4](=[O:5])[CH2:3][CH2:2]1.[CH3:8][O:9][C:10]1[CH:22]=[CH:21][C:13]([O:14][C:15]2[CH:20]=[CH:19][CH:18]=[CH:17][CH:16]=2)=[CH:12][CH:11]=1.[Cl-].[Al+3].[Cl-].[Cl-]. The catalyst is C(Cl)Cl. The product is [CH3:8][O:9][C:10]1[CH:22]=[CH:21][C:13]([O:14][C:15]2[CH:20]=[CH:19][C:18]([C:4](=[O:5])[CH2:3][CH2:2][C:1]([OH:6])=[O:7])=[CH:17][CH:16]=2)=[CH:12][CH:11]=1. The yield is 0.990. (4) The reactants are [Cl:1][C:2]1[C:3]([CH3:13])=[C:4]([I:12])[C:5]([OH:11])=[C:6]([C:8](=[O:10])[CH3:9])[CH:7]=1.I[CH2:15][CH3:16].C(=O)([O-])[O-].[K+].[K+]. The catalyst is CN(C)C=O.CCOCC. The product is [Cl:1][C:2]1[C:3]([CH3:13])=[C:4]([I:12])[C:5]([O:11][CH2:15][CH3:16])=[C:6]([C:8](=[O:10])[CH3:9])[CH:7]=1. The yield is 0.917. (5) The reactants are [H-].[Na+].[F:3][C:4]1[CH:5]=[C:6]2[C:10](=[CH:11][CH:12]=1)[NH:9][CH:8]=[C:7]2[CH:13]1[CH2:17][CH2:16][C:15](=[O:18])[CH2:14]1.I[CH3:20].O. The catalyst is CN(C)C=O. The product is [F:3][C:4]1[CH:5]=[C:6]2[C:10](=[CH:11][CH:12]=1)[N:9]([CH3:20])[CH:8]=[C:7]2[CH:13]1[CH2:17][CH2:16][C:15](=[O:18])[CH2:14]1. The yield is 0.810. (6) The reactants are [F:1][C:2]1[CH:7]=[CH:6][C:5]([C:8]2[C:9]([C:18]([OH:20])=O)=[CH:10][C:11]([S:14]([CH3:17])(=[O:16])=[O:15])=[CH:12][CH:13]=2)=[CH:4][CH:3]=1.[N:21]1([C:27]2[N:32]=[CH:31][C:30]([C:33](=[O:35])[CH3:34])=[CH:29][CH:28]=2)[CH2:26][CH2:25][NH:24][CH2:23][CH2:22]1. No catalyst specified. The product is [F:1][C:2]1[CH:3]=[CH:4][C:5]([C:8]2[CH:13]=[CH:12][C:11]([S:14]([CH3:17])(=[O:15])=[O:16])=[CH:10][C:9]=2[C:18]([N:24]2[CH2:25][CH2:26][N:21]([C:27]3[N:32]=[CH:31][C:30]([C:33](=[O:35])[CH3:34])=[CH:29][CH:28]=3)[CH2:22][CH2:23]2)=[O:20])=[CH:6][CH:7]=1. The yield is 0.850. (7) The reactants are [Cl:1][C:2]1[CH:3]=[C:4]2[C:8](=[C:9]([NH:11][CH:12]3[CH2:16][CH2:15][CH2:14][CH2:13]3)[CH:10]=1)[NH:7][C:6]([C:17]1[S:18][CH2:19][C@@H:20]([CH2:22][C:23]([OH:25])=O)[N:21]=1)=[CH:5]2.[CH3:26][N:27]1[CH2:32][CH2:31][NH:30][CH2:29][CH2:28]1. No catalyst specified. The product is [Cl:1][C:2]1[CH:3]=[C:4]2[C:8](=[C:9]([NH:11][CH:12]3[CH2:16][CH2:15][CH2:14][CH2:13]3)[CH:10]=1)[NH:7][C:6]([C:17]1[S:18][CH2:19][C@@H:20]([CH2:22][C:23]([N:30]3[CH2:31][CH2:32][N:27]([CH3:26])[CH2:28][CH2:29]3)=[O:25])[N:21]=1)=[CH:5]2. The yield is 0.430. (8) The reactants are [CH2:1]1[C@@H:6]2[CH2:7][CH2:8][CH2:9][N:5]2[CH2:4][C@@H:3]([CH2:10][OH:11])[O:2]1.C(N(CC)CC)C.[CH3:19][S:20](Cl)(=[O:22])=[O:21]. The catalyst is ClCCl. The product is [CH3:19][S:20]([O:11][CH2:10][C@H:3]1[O:2][CH2:1][C@@H:6]2[CH2:7][CH2:8][CH2:9][N:5]2[CH2:4]1)(=[O:22])=[O:21]. The yield is 0.800.